From a dataset of Peptide-MHC class II binding affinity with 134,281 pairs from IEDB. Regression. Given a peptide amino acid sequence and an MHC pseudo amino acid sequence, predict their binding affinity value. This is MHC class II binding data. (1) The peptide sequence is VHRGAVPRRGPRGGP. The MHC is DRB1_0405 with pseudo-sequence DRB1_0405. The binding affinity (normalized) is 0.212. (2) The peptide sequence is ILDGLQTDELCPCNRAIGGATL. The MHC is DRB1_1101 with pseudo-sequence DRB1_1101. The binding affinity (normalized) is 0.145. (3) The peptide sequence is SSSGVFTPGIKAGVRL. The MHC is H-2-IAb with pseudo-sequence H-2-IAb. The binding affinity (normalized) is 0.409. (4) The binding affinity (normalized) is 0.207. The MHC is DRB1_0101 with pseudo-sequence DRB1_0101. The peptide sequence is WIELKESWGAVWRID.